Dataset: Forward reaction prediction with 1.9M reactions from USPTO patents (1976-2016). Task: Predict the product of the given reaction. (1) Given the reactants Br[C:2]1[CH:11]=[CH:10][C:9]([CH3:12])=[CH:8][C:3]=1[C:4]([O:6][CH3:7])=[O:5].[CH2:13]([N:20]1[C:28]2[C:23](=[CH:24][C:25]([NH2:29])=[CH:26][CH:27]=2)[CH:22]=[CH:21]1)[C:14]1[CH:19]=[CH:18][CH:17]=[CH:16][CH:15]=1.C(=O)([O-])[O-].[Cs+].[Cs+], predict the reaction product. The product is: [CH2:13]([N:20]1[C:28]2[C:23](=[CH:24][C:25]([NH:29][C:2]3[CH:11]=[CH:10][C:9]([CH3:12])=[CH:8][C:3]=3[C:4]([O:6][CH3:7])=[O:5])=[CH:26][CH:27]=2)[CH:22]=[CH:21]1)[C:14]1[CH:15]=[CH:16][CH:17]=[CH:18][CH:19]=1. (2) Given the reactants [Cl:1][C:2]1[C:3]([O:30][C@@H:31]2[CH2:36][CH2:35][CH2:34][CH2:33][C@H:32]2[C:37]2[N:41]([CH2:42][O:43][CH2:44][CH2:45][O:46][CH3:47])[N:40]=[CH:39][CH:38]=2)=[CH:4][C:5]([F:29])=[C:6]([S:8]([N:11](CC2C=CC(OC)=CC=2OC)[C:12]2[CH:17]=[CH:16][N:15]=[CH:14][N:13]=2)(=[O:10])=[O:9])[CH:7]=1.C([SiH](CC)CC)C.FC(F)(F)C(O)=O, predict the reaction product. The product is: [Cl:1][C:2]1[C:3]([O:30][C@@H:31]2[CH2:36][CH2:35][CH2:34][CH2:33][C@H:32]2[C:37]2[N:41]([CH2:42][O:43][CH2:44][CH2:45][O:46][CH3:47])[N:40]=[CH:39][CH:38]=2)=[CH:4][C:5]([F:29])=[C:6]([S:8]([NH:11][C:12]2[CH:17]=[CH:16][N:15]=[CH:14][N:13]=2)(=[O:10])=[O:9])[CH:7]=1. (3) Given the reactants [CH:1]1[CH:2]=[CH:3][C:4]2N(O)N=N[C:5]=2[CH:6]=1.C[CH2:12][N:13]=[C:14]=[N:15][CH2:16][CH2:17][CH2:18]N(C)C.O1CCCC[CH:23]1ON.CCN(C(C)C)C(C)C.[OH:39][NH:40][C:41](=[O:44])[CH:42]=[CH2:43].CC1(C)C2(CS(O)(=O)=O)C(CC1CC2)=O, predict the reaction product. The product is: [OH:39][NH:40][C:41](=[O:44])[CH:42]=[CH:43][C:6]1[CH:1]=[CH:2][CH:3]=[C:4]([C:14]2[N:13]([CH3:12])[C:17]([CH3:18])=[C:16]([CH3:23])[N:15]=2)[CH:5]=1.